Dataset: Full USPTO retrosynthesis dataset with 1.9M reactions from patents (1976-2016). Task: Predict the reactants needed to synthesize the given product. (1) Given the product [CH:24]([C:25]1[N:17]=[C:16]([CH:13]2[CH2:14][CH2:15][N:10]([C:8](=[O:9])[CH2:7][N:6]3[C:2]([CH3:1])=[CH:3][C:4]([C:19]([F:22])([F:20])[F:21])=[N:5]3)[CH2:11][CH2:12]2)[S:18][CH:27]=1)=[O:30], predict the reactants needed to synthesize it. The reactants are: [CH3:1][C:2]1[N:6]([CH2:7][C:8]([N:10]2[CH2:15][CH2:14][CH:13]([C:16](=[S:18])[NH2:17])[CH2:12][CH2:11]2)=[O:9])[N:5]=[C:4]([C:19]([F:22])([F:21])[F:20])[CH:3]=1.Cl[CH2:24][C:25]([CH2:27]Cl)=O.C(=O)([O-])[O-:30].[Na+].[Na+]. (2) Given the product [Br:12][C:11]([CH2:9][CH2:10][CH2:2][CH2:3][CH2:5][CH2:4][CH2:6][CH3:7])=[CH2:13], predict the reactants needed to synthesize it. The reactants are: O[CH2:2][C:3]1[CH2:5][C:4]=1[CH2:6][CH3:7].Br[C:9]([CH2:11][Br:12])=[CH2:10].[CH2:13]([Mg]Br)CCCCCC. (3) Given the product [CH2:8]([C:7]1[C:2]([C:17]2[CH:18]=[CH:19][C:14]([OH:13])=[CH:15][CH:16]=2)=[C:3]([NH:11][CH3:12])[N:4]=[CH:5][C:6]=1[C:7]1[CH:6]=[CH:5][C:23]([OH:26])=[CH:3][CH:2]=1)[CH3:9], predict the reactants needed to synthesize it. The reactants are: Br[C:2]1[C:3]([NH:11][CH3:12])=[N:4][CH:5]=[C:6](Br)[C:7]=1[CH2:8][CH3:9].[OH:13][C:14]1[CH:19]=[CH:18][C:17](B(O)O)=[CH:16][CH:15]=1.[C:23]([O-:26])([O-])=O.[K+].[K+]. (4) Given the product [Cl:22][C:18]1[CH:17]=[C:16]([C:4]2[CH:3]=[C:2]([CH:23]=[CH2:24])[C:11]([O:12][CH3:13])=[C:10]3[C:5]=2[CH:6]=[N:7][C:8]([NH:14][CH3:15])=[N:9]3)[CH:21]=[CH:20][CH:19]=1, predict the reactants needed to synthesize it. The reactants are: Br[C:2]1[C:11]([O:12][CH3:13])=[C:10]2[C:5]([CH:6]=[N:7][C:8]([NH:14][CH3:15])=[N:9]2)=[C:4]([C:16]2[CH:21]=[CH:20][CH:19]=[C:18]([Cl:22])[CH:17]=2)[CH:3]=1.[CH2:23](C([Sn])=C(CCCC)CCCC)[CH2:24]CC.[F-].[NH4+].